This data is from Full USPTO retrosynthesis dataset with 1.9M reactions from patents (1976-2016). The task is: Predict the reactants needed to synthesize the given product. Given the product [Cl:2][CH2:3][CH2:4][C:5]1[C:10](=[O:11])[N:9]2[CH2:12][CH2:13][CH2:14][CH:15]([OH:16])[C:8]2=[N:7][C:6]=1[CH3:17], predict the reactants needed to synthesize it. The reactants are: Cl.[Cl:2][CH2:3][CH2:4][C:5]1[C:10](=[O:11])[N:9]2[CH:12]=[CH:13][CH:14]=[C:15]([OH:16])[C:8]2=[N:7][C:6]=1[CH3:17].CO.C([O-])(=O)C.[K+].